Dataset: Peptide-MHC class I binding affinity with 185,985 pairs from IEDB/IMGT. Task: Regression. Given a peptide amino acid sequence and an MHC pseudo amino acid sequence, predict their binding affinity value. This is MHC class I binding data. (1) The peptide sequence is KLIWKVNPE. The MHC is HLA-A02:01 with pseudo-sequence HLA-A02:01. The binding affinity (normalized) is 0. (2) The binding affinity (normalized) is 0.0409. The MHC is HLA-B40:01 with pseudo-sequence HLA-B40:01. The peptide sequence is AEALGPFQS. (3) The peptide sequence is KLINTLFHA. The MHC is HLA-B51:01 with pseudo-sequence HLA-B51:01. The binding affinity (normalized) is 0.0847.